This data is from Peptide-MHC class I binding affinity with 185,985 pairs from IEDB/IMGT. The task is: Regression. Given a peptide amino acid sequence and an MHC pseudo amino acid sequence, predict their binding affinity value. This is MHC class I binding data. (1) The peptide sequence is STFAASGPF. The MHC is HLA-B08:01 with pseudo-sequence HLA-B08:01. The binding affinity (normalized) is 0.0847. (2) The peptide sequence is AADFNFVYL. The MHC is H-2-Db with pseudo-sequence H-2-Db. The binding affinity (normalized) is 0.473. (3) The peptide sequence is EVAEKDAMY. The MHC is HLA-A26:02 with pseudo-sequence HLA-A26:02. The binding affinity (normalized) is 1.00. (4) The peptide sequence is ILTRLALFF. The MHC is HLA-B51:01 with pseudo-sequence HLA-B51:01. The binding affinity (normalized) is 0.0847.